From a dataset of NCI-60 drug combinations with 297,098 pairs across 59 cell lines. Regression. Given two drug SMILES strings and cell line genomic features, predict the synergy score measuring deviation from expected non-interaction effect. (1) Drug 1: CNC(=O)C1=CC=CC=C1SC2=CC3=C(C=C2)C(=NN3)C=CC4=CC=CC=N4. Drug 2: C1CCC(CC1)NC(=O)N(CCCl)N=O. Cell line: NCI-H522. Synergy scores: CSS=26.2, Synergy_ZIP=-4.68, Synergy_Bliss=1.31, Synergy_Loewe=2.62, Synergy_HSA=2.79. (2) Drug 1: C1=C(C(=O)NC(=O)N1)N(CCCl)CCCl. Drug 2: CCCCCOC(=O)NC1=NC(=O)N(C=C1F)C2C(C(C(O2)C)O)O. Cell line: UACC-257. Synergy scores: CSS=-0.229, Synergy_ZIP=-2.77, Synergy_Bliss=-0.00584, Synergy_Loewe=-8.12, Synergy_HSA=-0.934. (3) Drug 1: C1=NC2=C(N=C(N=C2N1C3C(C(C(O3)CO)O)F)Cl)N. Drug 2: CCC1(CC2CC(C3=C(CCN(C2)C1)C4=CC=CC=C4N3)(C5=C(C=C6C(=C5)C78CCN9C7C(C=CC9)(C(C(C8N6C)(C(=O)OC)O)OC(=O)C)CC)OC)C(=O)OC)O.OS(=O)(=O)O. Cell line: RXF 393. Synergy scores: CSS=2.79, Synergy_ZIP=0.104, Synergy_Bliss=-0.168, Synergy_Loewe=-4.59, Synergy_HSA=-3.05. (4) Drug 1: CC12CCC(CC1=CCC3C2CCC4(C3CC=C4C5=CN=CC=C5)C)O. Drug 2: N.N.Cl[Pt+2]Cl. Cell line: UACC62. Synergy scores: CSS=5.71, Synergy_ZIP=3.39, Synergy_Bliss=1.28, Synergy_Loewe=1.70, Synergy_HSA=2.04.